Dataset: Forward reaction prediction with 1.9M reactions from USPTO patents (1976-2016). Task: Predict the product of the given reaction. (1) Given the reactants [Cl:1][C:2]1[CH:3]=[CH:4][CH:5]=[C:6]2[C:10]=1[N:9]([CH2:11][CH2:12][CH3:13])[N:8]=[C:7]2[C:14]1[CH:19]=[CH:18][C:17]([O:20]C)=[C:16]([Cl:22])[CH:15]=1.B(Br)(Br)Br, predict the reaction product. The product is: [Cl:22][C:16]1[CH:15]=[C:14]([C:7]2[C:6]3[C:10](=[C:2]([Cl:1])[CH:3]=[CH:4][CH:5]=3)[N:9]([CH2:11][CH2:12][CH3:13])[N:8]=2)[CH:19]=[CH:18][C:17]=1[OH:20]. (2) Given the reactants [Cl:1][C:2]([Cl:22])([Cl:21])[C:3](=O)/[CH:4]=[C:5](\OC)/[CH2:6][CH2:7]/[C:8](/OC)=[CH:9]/[C:10](=O)[C:11]([Cl:14])([Cl:13])[Cl:12].[C:23]1([NH:29][NH2:30])[CH:28]=[CH:27][CH:26]=[CH:25][CH:24]=1, predict the reaction product. The product is: [C:23]1([N:29]2[C:3]([C:2]([Cl:22])([Cl:21])[Cl:1])=[CH:4][C:5]([CH2:6][CH2:7][C:8]3[CH:9]=[C:10]([C:11]([Cl:14])([Cl:13])[Cl:12])[N:29]([C:23]4[CH:28]=[CH:27][CH:26]=[CH:25][CH:24]=4)[N:30]=3)=[N:30]2)[CH:28]=[CH:27][CH:26]=[CH:25][CH:24]=1. (3) Given the reactants I[CH2:2][O:3][C:4]([O:6][CH2:7][C:8]([O:10][CH3:11])=[O:9])=[O:5].[Na].[F:13][C:14]1[CH:19]=[C:18]([F:20])[CH:17]=[CH:16][C:15]=1[CH2:21][NH:22][C:23]([C:25]1[C:26](=[O:41])[C:27]([OH:40])=[C:28]2[C:33](=[O:34])[N:32]3[C@@H:35]([CH3:38])[CH2:36][O:37][C@@H:31]3[CH2:30][N:29]2[CH:39]=1)=[O:24].C(=O)([O-])[O-].[K+].[K+], predict the reaction product. The product is: [CH3:11][O:10][C:8](=[O:9])[CH2:7][O:6][C:4]([O:3][CH2:2][O:40][C:27]1[C:26](=[O:41])[C:25]([C:23]([NH:22][CH2:21][C:15]2[CH:16]=[CH:17][C:18]([F:20])=[CH:19][C:14]=2[F:13])=[O:24])=[CH:39][N:29]2[C:28]=1[C:33](=[O:34])[N:32]1[C@@H:35]([CH3:38])[CH2:36][O:37][C@@H:31]1[CH2:30]2)=[O:5]. (4) Given the reactants [NH2:1][C:2]([NH:4][C:5]1[C:6]([C:18]([NH2:20])=[O:19])=[N:7][N:8]([C:10]2[CH:15]=[CH:14][C:13](I)=[C:12]([Cl:17])[CH:11]=2)[CH:9]=1)=[O:3].[OH:21][C:22]1[CH:27]=[CH:26][C:25](B(O)O)=[CH:24][CH:23]=1, predict the reaction product. The product is: [NH2:1][C:2]([NH:4][C:5]1[C:6]([C:18]([NH2:20])=[O:19])=[N:7][N:8]([C:10]2[CH:15]=[CH:14][C:13]([C:25]3[CH:26]=[CH:27][C:22]([OH:21])=[CH:23][CH:24]=3)=[C:12]([Cl:17])[CH:11]=2)[CH:9]=1)=[O:3].